Task: Predict the reaction yield, written as a fraction of the theoretical maximum amount of product (1.0 means a 100% yield; for example, 0.34 means a 34% yield).. Dataset: Reaction yield outcomes from USPTO patents with 853,638 reactions (1) The reactants are FC(F)(F)C(O)=O.[Br:8][C:9]1[CH:14]=[CH:13][C:12]([NH:15][C:16]2[C:17]([C:27]([NH:29][O:30][CH2:31][CH2:32][O:33][C:34](=[O:40])[CH:35]([NH2:39])[CH:36]([CH3:38])[CH3:37])=[O:28])=[CH:18][C:19]3[N:23]([CH3:24])[CH:22]=[N:21][C:20]=3[C:25]=2[F:26])=[C:11]([Cl:41])[CH:10]=1.C([O-])(O)=O.[Na+].O. The catalyst is CCOC(C)=O. The product is [Br:8][C:9]1[CH:14]=[CH:13][C:12]([NH:15][C:16]2[C:17]([C:27]([NH:29][O:30][CH2:31][CH2:32][O:33][C:34](=[O:40])[CH:35]([NH2:39])[CH:36]([CH3:38])[CH3:37])=[O:28])=[CH:18][C:19]3[N:23]([CH3:24])[CH:22]=[N:21][C:20]=3[C:25]=2[F:26])=[C:11]([Cl:41])[CH:10]=1. The yield is 0.860. (2) The catalyst is C(O)C. The yield is 0.980. The reactants are Br[CH2:2][C:3]([C:5]1[CH:10]=[CH:9][C:8]([Br:11])=[CH:7][CH:6]=1)=[O:4].[S-:12][C:13]#[N:14].[K+].O. The product is [Br:11][C:8]1[CH:9]=[CH:10][C:5]([C:3](=[O:4])[CH2:2][S:12][C:13]#[N:14])=[CH:6][CH:7]=1. (3) The reactants are FC(F)(F)[C:3]([N:5]([C@H:7]1[CH2:16][CH2:15][C:14]2[C:9](=[C:10]([O:29][CH3:30])[CH:11]=[CH:12][C:13]=2[S:17]([N:20]2[C:24]3=[N:25][CH:26]=[CH:27][CH:28]=[C:23]3[CH:22]=[CH:21]2)(=[O:19])=[O:18])[CH2:8]1)C)=O.N. The catalyst is CO. The product is [CH3:30][O:29][C:10]1[CH:11]=[CH:12][C:13]([S:17]([N:20]2[C:24]3=[N:25][CH:26]=[CH:27][CH:28]=[C:23]3[CH:22]=[CH:21]2)(=[O:18])=[O:19])=[C:14]2[C:9]=1[CH2:8][C@@H:7]([NH:5][CH3:3])[CH2:16][CH2:15]2. The yield is 0.400. (4) The reactants are [C:1]([C:5]1[CH:22]=[CH:21][CH:20]=[CH:19][C:6]=1[O:7][CH2:8][CH2:9][N:10]([CH3:18])[C:11](=[O:17])[C:12]([O:14]CC)=[O:13])([CH3:4])([CH3:3])[CH3:2].O[Li].O.Cl. The catalyst is C1COCC1.O. The product is [C:1]([C:5]1[CH:22]=[CH:21][CH:20]=[CH:19][C:6]=1[O:7][CH2:8][CH2:9][N:10]([CH3:18])[C:11](=[O:17])[C:12]([OH:14])=[O:13])([CH3:4])([CH3:2])[CH3:3]. The yield is 0.660. (5) The product is [NH2:9][CH2:8][C@@H:7]1[CH2:6][CH2:5][N:4]([C:17]([O:19][C:20]([CH3:22])([CH3:21])[CH3:23])=[O:18])[CH2:3][C@H:2]1[OH:1]. The reactants are [OH:1][C@H:2]1[C@H:7]([CH2:8][NH:9]CC2C=CC=CC=2)[CH2:6][CH2:5][N:4]([C:17]([O:19][C:20]([CH3:23])([CH3:22])[CH3:21])=[O:18])[CH2:3]1. The catalyst is CO.[Pd]. The yield is 0.760. (6) The reactants are [C:1]([NH:5][C:6]([C:8]1[S:12][C:11]2[CH2:13][C:14]([CH3:17])([CH3:16])[CH2:15][C:10]=2[CH:9]=1)=[O:7])([CH3:4])([CH3:3])[CH3:2].C([Li])CCC.CN([CH:26]=[O:27])C. The catalyst is C1COCC1. The product is [C:1]([NH:5][C:6]([C:8]1[S:12][C:11]2[CH2:13][C:14]([CH3:17])([CH3:16])[CH2:15][C:10]=2[C:9]=1[CH:26]=[O:27])=[O:7])([CH3:4])([CH3:2])[CH3:3]. The yield is 0.800. (7) The reactants are C(=[N:14][C:15]1[CH:31]=[CH:30][C:18]2[N:19]=[C:20]([C:22]3[CH:27]=[CH:26][C:25]([O:28][CH3:29])=[CH:24][CH:23]=3)[S:21][C:17]=2[CH:16]=1)(C1C=CC=CC=1)C1C=CC=CC=1.Cl.C([O-])(O)=O.[Na+]. The catalyst is C1COCC1. The product is [CH3:29][O:28][C:25]1[CH:24]=[CH:23][C:22]([C:20]2[S:21][C:17]3[CH:16]=[C:15]([NH2:14])[CH:31]=[CH:30][C:18]=3[N:19]=2)=[CH:27][CH:26]=1. The yield is 1.00. (8) The reactants are C(C1[CH:4]=[C:5]([C:16]([NH:18][CH2:19][C:20]2[C:21](=[O:30])[NH:22][C:23]([CH3:29])=[CH:24][C:25]=2[CH2:26][CH2:27][CH3:28])=[O:17])[C:6]2[C:7]([CH3:15])=[CH:8][N:9]([CH:12]([CH3:14])[CH3:13])[C:10]=2[CH:11]=1)#N.[OH-].[K+].C(O)C.CC[O:38][C:39]([CH3:41])=[O:40]. No catalyst specified. The product is [CH3:15][C:7]1[C:6]2[C:10](=[CH:11][C:41]([C:39]([OH:38])=[O:40])=[CH:4][C:5]=2[C:16]([NH:18][CH2:19][C:20]2[C:21](=[O:30])[NH:22][C:23]([CH3:29])=[CH:24][C:25]=2[CH2:26][CH2:27][CH3:28])=[O:17])[N:9]([CH:12]([CH3:13])[CH3:14])[CH:8]=1. The yield is 0.649. (9) The reactants are C[O:2][C:3]([CH2:5][CH2:6][CH2:7]CC(Cl)=O)=[O:4].[CH2:12]([N:14](CC)CC)[CH3:13].[Cl:19][C:20]1[CH:21]=[C:22]([CH:27]([OH:36])[C:28]([C:30]2[CH:35]=[CH:34][CH:33]=[CH:32][CH:31]=2)=O)[CH:23]=[CH:24][C:25]=1[Cl:26].C([O-])(=O)C.[NH4+]. The catalyst is C(Cl)Cl.C(O)(=O)C. The product is [CH3:13][C:12]1[O:36][C:27]([C:22]2[CH:23]=[CH:24][C:25]([Cl:26])=[C:20]([Cl:19])[CH:21]=2)=[C:28]([C:30]2[CH:35]=[CH:34][CH:33]=[CH:32][CH:31]=2)[N:14]=1.[CH3:7][CH2:6][CH2:5][C:3]([OH:4])=[O:2]. The yield is 0.426.